Predict the reaction yield, written as a fraction of the theoretical maximum amount of product (1.0 means a 100% yield; for example, 0.34 means a 34% yield). From a dataset of Reaction yield outcomes from USPTO patents with 853,638 reactions. (1) The reactants are [CH3:1][O:2][C:3]1[CH:4]=[C:5]2[C:10](=[C:11]([NH:13][S:14]([C:17]3[CH:22]=[CH:21][C:20]([CH3:23])=[CH:19][C:18]=3[N+:24]([O-])=O)(=[O:16])=[O:15])[CH:12]=1)[N:9]=[CH:8][CH:7]=[CH:6]2.O.NN. The catalyst is [Ni]. The product is [NH2:24][C:18]1[CH:19]=[C:20]([CH3:23])[CH:21]=[CH:22][C:17]=1[S:14]([NH:13][C:11]1[CH:12]=[C:3]([O:2][CH3:1])[CH:4]=[C:5]2[C:10]=1[N:9]=[CH:8][CH:7]=[CH:6]2)(=[O:15])=[O:16]. The yield is 0.440. (2) The product is [Cl:1][C:2]1[CH:7]=[CH:6][C:5]([S:8]([C:19]2[CH:20]=[CH:21][C:16]([F:15])=[CH:17][CH:18]=2)(=[O:10])=[O:9])=[CH:4][C:3]=1[N+:12]([O-:14])=[O:13]. The reactants are [Cl:1][C:2]1[CH:7]=[CH:6][C:5]([S:8](Cl)(=[O:10])=[O:9])=[CH:4][C:3]=1[N+:12]([O-:14])=[O:13].[F:15][C:16]1[CH:21]=[CH:20][CH:19]=[CH:18][CH:17]=1.[Cl-].[Al+3].[Cl-].[Cl-]. The yield is 0.939. No catalyst specified. (3) The reactants are [CH2:1]([O:3][C:4](=[O:31])[CH2:5][N:6]1[C:14]2[CH2:13][CH2:12][CH2:11][C@@H:10]([N:15]([S:17]([C:20]3[CH:25]=[C:24]([C:26]([F:29])([F:28])[F:27])[CH:23]=[C:22](Br)[CH:21]=3)(=[O:19])=[O:18])[CH3:16])[C:9]=2[CH:8]=[N:7]1)[CH3:2].C(P(C(C)(C)C)C1C=CC=CC=1C1C=CC=CC=1)(C)(C)C.[F-].[K+].[CH3:55][Si:56]([CH3:62])([CH3:61])[Si:56]([CH3:62])([CH3:61])[CH3:55].[Cl-].[Na+]. The catalyst is C1C=CC(/C=C/C(/C=C/C2C=CC=CC=2)=O)=CC=1.C1C=CC(/C=C/C(/C=C/C2C=CC=CC=2)=O)=CC=1.C1C=CC(/C=C/C(/C=C/C2C=CC=CC=2)=O)=CC=1.[Pd].[Pd]. The product is [CH2:1]([O:3][C:4](=[O:31])[CH2:5][N:6]1[C:14]2[CH2:13][CH2:12][CH2:11][C@@H:10]([N:15]([CH3:16])[S:17]([C:20]3[CH:21]=[C:22]([Si:56]([CH3:62])([CH3:61])[CH3:55])[CH:23]=[C:24]([C:26]([F:29])([F:28])[F:27])[CH:25]=3)(=[O:19])=[O:18])[C:9]=2[CH:8]=[N:7]1)[CH3:2]. The yield is 0.580. (4) The reactants are [NH2:1][C:2]1[CH:21]=[CH:20][C:5]([CH2:6][C:7]2[CH:12]=[CH:11][N:10]=[C:9]([NH:13][CH2:14][CH2:15][CH2:16][N:17]([CH3:19])[CH3:18])[CH:8]=2)=[C:4]([F:22])[CH:3]=1.COC1C=CC(CNC2N=CN=C(OC3C=CC(N[C:45]([NH:47][C:48](=[O:57])[CH2:49][C:50]4[CH:55]=[CH:54][C:53]([F:56])=[CH:52][CH:51]=4)=[O:46])=CC=3F)C=2)=CC=1.C(Cl)[Cl:62]. No catalyst specified. The product is [ClH:62].[CH3:19][N:17]([CH3:18])[CH2:16][CH2:15][CH2:14][NH:13][C:9]1[CH:8]=[C:7]([CH2:6][C:5]2[CH:20]=[CH:21][C:2]([NH:1][C:45]([NH:47][C:48](=[O:57])[CH2:49][C:50]3[CH:55]=[CH:54][C:53]([F:56])=[CH:52][CH:51]=3)=[O:46])=[CH:3][C:4]=2[F:22])[CH:12]=[CH:11][N:10]=1. The yield is 0.140. (5) The reactants are [NH2:1][CH2:2][C:3]1[CH:4]=[C:5]([C:9]2[CH:14]=[C:13]([N+:15]([O-:17])=[O:16])[CH:12]=[CH:11][C:10]=2[O:18][CH3:19])[CH:6]=[CH:7][CH:8]=1.[BH4-].[Na+].[CH3:22][C:23]([CH3:25])=O. The catalyst is C(Cl)Cl. The product is [CH:23]([NH:1][CH2:2][C:3]1[CH:4]=[C:5]([C:9]2[CH:14]=[C:13]([N+:15]([O-:17])=[O:16])[CH:12]=[CH:11][C:10]=2[O:18][CH3:19])[CH:6]=[CH:7][CH:8]=1)([CH3:25])[CH3:22]. The yield is 1.00. (6) The reactants are [F:1][C:2]1[CH:3]=[C:4]([NH2:31])[CH:5]=[CH:6][C:7]=1[O:8][C:9]1[C:18]2[C:13](=[CH:14][C:15]([O:21][CH2:22][CH2:23][CH2:24][N:25]3[CH2:30][CH2:29][O:28][CH2:27][CH2:26]3)=[C:16]([O:19][CH3:20])[CH:17]=2)[N:12]=[CH:11][CH:10]=1.[O:32]=[C:33]1[CH:37]([C:38](O)=[O:39])[CH2:36][CH2:35][NH:34]1.Cl.C(N=C=NCCCN(C)C)C.N1(O)C2C=CC=CC=2N=N1.C(N(C(C)C)C(C)C)C. The catalyst is C1COCC1.O. The product is [F:1][C:2]1[CH:3]=[C:4]([NH:31][C:38]([CH:37]2[CH2:36][CH2:35][NH:34][C:33]2=[O:32])=[O:39])[CH:5]=[CH:6][C:7]=1[O:8][C:9]1[C:18]2[C:13](=[CH:14][C:15]([O:21][CH2:22][CH2:23][CH2:24][N:25]3[CH2:30][CH2:29][O:28][CH2:27][CH2:26]3)=[C:16]([O:19][CH3:20])[CH:17]=2)[N:12]=[CH:11][CH:10]=1. The yield is 0.920. (7) The reactants are [Br:1][C:2]1[C:3]([C:23]2[CH:28]=[CH:27][CH:26]=[CH:25][CH:24]=2)=[N:4][N:5]2[C:10](Cl)=[C:9]([CH:12]([O:17][C:18]([CH3:21])([CH3:20])[CH3:19])[C:13]([O:15][CH3:16])=[O:14])[C:8]([CH3:22])=[N:7][C:6]=12.[F:29][C:30]1[CH:31]=[C:32](B2OC(C)(C)C(C)(C)O2)[C:33]([CH3:40])=[C:34]2[C:39]=1[O:38][CH2:37][CH2:36][CH2:35]2.C([O-])([O-])=O.[K+].[K+]. The catalyst is C1C=CC([P]([Pd]([P](C2C=CC=CC=2)(C2C=CC=CC=2)C2C=CC=CC=2)([P](C2C=CC=CC=2)(C2C=CC=CC=2)C2C=CC=CC=2)[P](C2C=CC=CC=2)(C2C=CC=CC=2)C2C=CC=CC=2)(C2C=CC=CC=2)C2C=CC=CC=2)=CC=1.CN(C=O)C. The product is [Br:1][C:2]1[C:3]([C:23]2[CH:28]=[CH:27][CH:26]=[CH:25][CH:24]=2)=[N:4][N:5]2[C:10]([C:32]3[C:33]([CH3:40])=[C:34]4[C:39](=[C:30]([F:29])[CH:31]=3)[O:38][CH2:37][CH2:36][CH2:35]4)=[C:9]([CH:12]([O:17][C:18]([CH3:21])([CH3:20])[CH3:19])[C:13]([O:15][CH3:16])=[O:14])[C:8]([CH3:22])=[N:7][C:6]=12. The yield is 0.0940. (8) The reactants are [CH:1](=O)[C:2]1[C:3]([O:8][CH3:9])=[CH:4][CH:5]=[CH:6][CH:7]=1.[Br:11][C:12]1[CH:18]=[C:17]([N+:19]([O-])=O)[C:15]([NH2:16])=[C:14]([CH3:22])[CH:13]=1.S(S([O-])=O)([O-])=O.[Na+].[Na+]. The catalyst is CCO. The product is [Br:11][C:12]1[CH:13]=[C:14]([CH3:22])[C:15]2[NH:16][C:1]([C:2]3[CH:7]=[CH:6][CH:5]=[CH:4][C:3]=3[O:8][CH3:9])=[N:19][C:17]=2[CH:18]=1. The yield is 0.790.